Dataset: Forward reaction prediction with 1.9M reactions from USPTO patents (1976-2016). Task: Predict the product of the given reaction. Given the reactants [CH3:1][O:2][C:3]1[CH:4]=[C:5]2[C:10](=[CH:11][CH:12]=1)[N:9]=[C:8]([NH:13][CH2:14][CH2:15][CH2:16][NH2:17])[CH:7]=[C:6]2[CH3:18].[S:19]1[CH:23]=[CH:22][C:21]([CH:24]=O)=[CH:20]1, predict the reaction product. The product is: [CH3:1][O:2][C:3]1[CH:4]=[C:5]2[C:10](=[CH:11][CH:12]=1)[N:9]=[C:8]([NH:13][CH2:14][CH2:15][CH2:16][NH:17][CH2:24][C:21]1[CH:22]=[CH:23][S:19][CH:20]=1)[CH:7]=[C:6]2[CH3:18].